From a dataset of Catalyst prediction with 721,799 reactions and 888 catalyst types from USPTO. Predict which catalyst facilitates the given reaction. (1) Reactant: [CH:1]1([CH2:6][CH:7]([C:11]2[CH:16]=[CH:15][C:14]([Cl:17])=[C:13]([Cl:18])[CH:12]=2)[C:8]([OH:10])=O)[CH2:5][CH2:4][CH2:3][CH2:2]1.F[P-](F)(F)(F)(F)F.N1(O[P+](N(C)C)(N(C)C)N(C)C)C2C=CC=CC=2N=N1.[NH2:46][C:47]1[S:48][C:49]2[CH:55]=[C:54]([S:56]([CH3:59])(=[O:58])=[O:57])[CH:53]=[CH:52][C:50]=2[N:51]=1.C(N(CC)C(C)C)(C)C. Product: [CH:1]1([CH2:6][CH:7]([C:11]2[CH:16]=[CH:15][C:14]([Cl:17])=[C:13]([Cl:18])[CH:12]=2)[C:8]([NH:46][C:47]2[S:48][C:49]3[CH:55]=[C:54]([S:56]([CH3:59])(=[O:58])=[O:57])[CH:53]=[CH:52][C:50]=3[N:51]=2)=[O:10])[CH2:2][CH2:3][CH2:4][CH2:5]1. The catalyst class is: 34. (2) Reactant: [NH2:1][CH2:2][CH2:3][NH:4][C:5](=[O:38])[CH2:6][CH2:7][C@H:8]([NH:12][C:13](=[O:37])[CH2:14][CH2:15][CH2:16][CH2:17][CH2:18][CH2:19][CH2:20][CH2:21][CH2:22][CH2:23][CH2:24][CH2:25][CH2:26][CH2:27][CH2:28][CH2:29][C:30]([O:32][C:33]([CH3:36])([CH3:35])[CH3:34])=[O:31])[C:9]([OH:11])=[O:10].CCN(C(C)C)C(C)C.Cl[C:49]([O:51][CH2:52][CH:53]1[C:65]2[CH:64]=[CH:63][CH:62]=[CH:61][C:60]=2[C:59]2[C:54]1=[CH:55][CH:56]=[CH:57][CH:58]=2)=[O:50]. Product: [CH:64]1[C:65]2[CH:53]([CH2:52][O:51][C:49]([NH:1][CH2:2][CH2:3][NH:4][C:5](=[O:38])[CH2:6][CH2:7][C@H:8]([NH:12][C:13](=[O:37])[CH2:14][CH2:15][CH2:16][CH2:17][CH2:18][CH2:19][CH2:20][CH2:21][CH2:22][CH2:23][CH2:24][CH2:25][CH2:26][CH2:27][CH2:28][CH2:29][C:30]([O:32][C:33]([CH3:34])([CH3:35])[CH3:36])=[O:31])[C:9]([OH:11])=[O:10])=[O:50])[C:54]3[C:59](=[CH:58][CH:57]=[CH:56][CH:55]=3)[C:60]=2[CH:61]=[CH:62][CH:63]=1. The catalyst class is: 2. (3) Reactant: [C:1]([O:4][C@H:5]1[O:31][C@H:30]([CH2:32][O:33][C:34](=[O:36])[CH3:35])[C@@H:25]([O:26][C:27](=[O:29])[CH3:28])[C@H:11]([O:12][C:13](=[O:24])[NH:14]C2C=CC([N+]([O-])=O)=CC=2)[C@@H:6]1[O:7][C:8](=[O:10])[CH3:9])(=[O:3])[CH3:2].C1COCC1.N. Product: [C:1]([O:4][C@H:5]1[O:31][C@H:30]([CH2:32][O:33][C:34](=[O:36])[CH3:35])[C@@H:25]([O:26][C:27](=[O:29])[CH3:28])[C@H:11]([O:12][C:13](=[O:24])[NH2:14])[C@@H:6]1[O:7][C:8](=[O:10])[CH3:9])(=[O:3])[CH3:2]. The catalyst class is: 2.